From a dataset of Forward reaction prediction with 1.9M reactions from USPTO patents (1976-2016). Predict the product of the given reaction. Given the reactants [CH3:1][O:2][C:3](=[O:12])[C:4]1[CH:9]=[CH:8][CH:7]=[C:6]([NH:10][CH3:11])[CH:5]=1.C(=O)(O)[O-].[Na+].[C:18](Cl)(=[O:21])[CH:19]=[CH2:20], predict the reaction product. The product is: [CH3:1][O:2][C:3](=[O:12])[C:4]1[CH:9]=[CH:8][CH:7]=[C:6]([NH:10][CH2:11][C:18](=[O:21])[CH:19]=[CH2:20])[CH:5]=1.